This data is from Experimentally validated miRNA-target interactions with 360,000+ pairs, plus equal number of negative samples. The task is: Binary Classification. Given a miRNA mature sequence and a target amino acid sequence, predict their likelihood of interaction. The miRNA is hsa-miR-4301 with sequence UCCCACUACUUCACUUGUGA. The protein sequence of the target gene is MARLPAGIRFIISFSRDQWYRAFIFILTFLLYASFHLSRKPISIVKGELHKYCTAWDEADVRFSSQNRKSGSAAPHQLPDNETDCGWAPFDKNNYQQLLGALDYSFLCAYAVGMYLSGIIGERLPIRYYLTFGMLASGAFTALFGLGYFYNIHSFGFYVVTQVINGLVQTTGWPSVVTCLGNWFGKGRRGLIMGVWNSHTSVGNILGSLIAGYWVSTCWGLSFVVPGAIVAAMGIVCFLFLIEHPNDVRCSSTLVTHSKGYENGTNRLRLQKQILKSEKNKPLDPEMQCLLLSDGKGSIH.... Result: 0 (no interaction).